Dataset: Catalyst prediction with 721,799 reactions and 888 catalyst types from USPTO. Task: Predict which catalyst facilitates the given reaction. (1) Reactant: [Br:1]Br.[CH3:3][O:4][C:5]1[CH:6]=[C:7]2[C:12](=[CH:13][CH:14]=1)[CH:11]=[C:10]([C:15]#[N:16])[CH:9]=[CH:8]2. Product: [Br:1][C:6]1[C:5]([O:4][CH3:3])=[CH:14][CH:13]=[C:12]2[C:7]=1[CH:8]=[CH:9][C:10]([C:15]#[N:16])=[CH:11]2. The catalyst class is: 52. (2) Reactant: [F:1][C:2]1[CH:3]=[C:4]2[C:8](=[CH:9][CH:10]=1)[NH:7][C:6](=[O:11])/[C:5]/2=[CH:12]\[C:13]1[NH:17][C:16]2[CH2:18][CH2:19][CH2:20][CH2:21][CH2:22][C:15]=2[C:14]=1[CH2:23][CH2:24][C:25]([OH:27])=O.[CH3:28][NH:29][CH3:30].CN(C)CCCN=C=NCC.ON1C2C=CC=CC=2N=N1. Product: [F:1][C:2]1[CH:3]=[C:4]2[C:8](=[CH:9][CH:10]=1)[NH:7][C:6](=[O:11])/[C:5]/2=[CH:12]\[C:13]1[NH:17][C:16]2[CH2:18][CH2:19][CH2:20][CH2:21][CH2:22][C:15]=2[C:14]=1[CH2:23][CH2:24][C:25]([N:29]([CH3:30])[CH3:28])=[O:27]. The catalyst class is: 9.